Task: Predict which catalyst facilitates the given reaction.. Dataset: Catalyst prediction with 721,799 reactions and 888 catalyst types from USPTO (1) Reactant: Br[C:2]1[C:11]2[O:10][CH2:9][CH2:8][N:7]([C:12]([O:14][C:15]([CH3:18])([CH3:17])[CH3:16])=[O:13])[CH2:6][C:5]=2[S:4][CH:3]=1.[B:19]1([B:19]2[O:23][C:22]([CH3:25])([CH3:24])[C:21]([CH3:27])([CH3:26])[O:20]2)[O:23][C:22]([CH3:25])([CH3:24])[C:21]([CH3:27])([CH3:26])[O:20]1.C([O-])(=O)C.[K+].C(COC)OC. Product: [CH3:26][C:21]1([CH3:27])[C:22]([CH3:25])([CH3:24])[O:23][B:19]([C:2]2[C:11]3[O:10][CH2:9][CH2:8][N:7]([C:12]([O:14][C:15]([CH3:18])([CH3:17])[CH3:16])=[O:13])[CH2:6][C:5]=3[S:4][CH:3]=2)[O:20]1. The catalyst class is: 6. (2) Reactant: ClCCl.C[O:5][C:6]1[CH:11]=[CH:10][C:9]([C:12](=[O:23])[C:13]2[CH:18]=[CH:17][C:16]([N+:19]([O-:21])=[O:20])=[C:15]([CH3:22])[CH:14]=2)=[CH:8][CH:7]=1.B(Br)(Br)Br.C(OCC)C. Product: [OH:5][C:6]1[CH:11]=[CH:10][C:9]([C:12](=[O:23])[C:13]2[CH:18]=[CH:17][C:16]([N+:19]([O-:21])=[O:20])=[C:15]([CH3:22])[CH:14]=2)=[CH:8][CH:7]=1. The catalyst class is: 6. (3) Reactant: [C:1]([C:5]1[CH:6]=[C:7]([NH:11][C:12](=[O:20])[C:13]2[CH:18]=[CH:17][C:16](Cl)=[N:15][CH:14]=2)[CH:8]=[CH:9][CH:10]=1)([CH3:4])([CH3:3])[CH3:2].[NH:21]1[CH2:31][CH2:30][CH:24]([C:25]([O:27][CH2:28][CH3:29])=[O:26])[CH2:23][CH2:22]1.C(OC(C1CCN(C2C=CC(C(=O)NC3C=CC(C)=C(I)C=3)=CN=2)CC1)=O)C. Product: [CH2:28]([O:27][C:25]([CH:24]1[CH2:30][CH2:31][N:21]([C:16]2[CH:17]=[CH:18][C:13]([C:12](=[O:20])[NH:11][C:7]3[CH:8]=[CH:9][CH:10]=[C:5]([C:1]([CH3:4])([CH3:3])[CH3:2])[CH:6]=3)=[CH:14][N:15]=2)[CH2:22][CH2:23]1)=[O:26])[CH3:29]. The catalyst class is: 25. (4) Reactant: [Br:1][C:2]1[CH:3]=[C:4]2[C:8](=[C:9]([F:11])[CH:10]=1)[NH:7][N:6]=[CH:5]2.[CH2:12]1[CH2:17][O:16][CH:15]=[CH:14][CH2:13]1.CC1C=CC(S(O)(=O)=O)=CC=1.C([O-])(O)=O.[Na+]. Product: [Br:1][C:2]1[CH:3]=[C:4]2[C:8](=[C:9]([F:11])[CH:10]=1)[N:7]([CH:15]1[CH2:14][CH2:13][CH2:12][CH2:17][O:16]1)[N:6]=[CH:5]2. The catalyst class is: 4.